Dataset: CYP2C9 inhibition data for predicting drug metabolism from PubChem BioAssay. Task: Regression/Classification. Given a drug SMILES string, predict its absorption, distribution, metabolism, or excretion properties. Task type varies by dataset: regression for continuous measurements (e.g., permeability, clearance, half-life) or binary classification for categorical outcomes (e.g., BBB penetration, CYP inhibition). Dataset: cyp2c9_veith. (1) The molecule is N=c1n(-c2ccccc2)c(O)cc(=O)n1-c1ccccc1. The result is 0 (non-inhibitor). (2) The compound is Cc1ccc(N2C(=O)c3n[nH]c(C)c3C2c2ccccn2)cc1. The result is 0 (non-inhibitor). (3) The drug is FC(F)(F)c1ccccc1-c1cc(NCc2cccnc2)ncn1. The result is 0 (non-inhibitor). (4) The molecule is O=C(N/N=C/c1ccccn1)c1ccc(Br)o1. The result is 0 (non-inhibitor). (5) The molecule is CCCCn1c(O)c(C=NCCN2CCCCC2)c(=O)[nH]c1=O. The result is 0 (non-inhibitor). (6) The compound is C[C@@H]1[C@H]2CC[C@@H]3[C@@H]4CC=C5C[C@@H](N(C)C)CC[C@]5(C)[C@@H]4CC[C@]23CN1C. The result is 0 (non-inhibitor). (7) The compound is CC(=O)Nc1ccccc1C(=O)C(=O)O. The result is 0 (non-inhibitor).